From a dataset of Reaction yield outcomes from USPTO patents with 853,638 reactions. Predict the reaction yield, written as a fraction of the theoretical maximum amount of product (1.0 means a 100% yield; for example, 0.34 means a 34% yield). (1) The reactants are [H-].[Na+].[Br:3][C:4]1[CH:5]=[CH:6][C:7]2[NH:8][C:9]3[C:14]([C:15]=2[CH:16]=1)=[CH:13][C:12]([Br:17])=[CH:11][CH:10]=3.[O:18]1[CH2:20][CH:19]1[CH2:21][CH2:22][NH:23][C:24]1[CH:29]=[CH:28][CH:27]=[CH:26][CH:25]=1. The catalyst is C1COCC1. The product is [Br:17][C:12]1[CH:11]=[CH:10][C:9]2[N:8]([CH2:20][CH:19]([OH:18])[CH2:21][CH2:22][NH:23][C:24]3[CH:29]=[CH:28][CH:27]=[CH:26][CH:25]=3)[C:7]3[C:15]([C:14]=2[CH:13]=1)=[CH:16][C:4]([Br:3])=[CH:5][CH:6]=3. The yield is 0.575. (2) The reactants are [Br:1][C:2]1[CH:11]=[C:10]2[C:5]([CH:6]=[CH:7][NH:8][C:9]2=[O:12])=[CH:4][CH:3]=1.I[CH2:14][C:15]([F:18])([F:17])[F:16].[H-].[Na+]. The catalyst is C(OCC)(=O)C.O. The product is [Br:1][C:2]1[CH:11]=[C:10]2[C:5]([CH:6]=[CH:7][N:8]([CH2:14][C:15]([F:18])([F:17])[F:16])[C:9]2=[O:12])=[CH:4][CH:3]=1. The yield is 0.220. (3) The reactants are [Cl-].O[NH3+:3].[C:4](=[O:7])([O-])[OH:5].[Na+].CS(C)=O.[CH3:13][O:14][CH2:15][CH:16]([CH3:50])[O:17][C:18]1[CH:23]=[CH:22][C:21]([N:24]2[C:29](=[O:30])[C:28]([CH2:31][C:32]3[CH:37]=[CH:36][C:35]([C:38]4[C:39]([C:44]#[N:45])=[CH:40][CH:41]=[CH:42][CH:43]=4)=[CH:34][CH:33]=3)=[C:27]([CH2:46][CH2:47][CH3:48])[N:26]=[C:25]2[CH3:49])=[CH:20][CH:19]=1. The catalyst is O.C(OCC)(=O)C. The product is [CH3:13][O:14][CH2:15][CH:16]([CH3:50])[O:17][C:18]1[CH:19]=[CH:20][C:21]([N:24]2[C:29](=[O:30])[C:28]([CH2:31][C:32]3[CH:37]=[CH:36][C:35]([C:38]4[CH:43]=[CH:42][CH:41]=[CH:40][C:39]=4[C:44]4[NH:3][C:4](=[O:7])[O:5][N:45]=4)=[CH:34][CH:33]=3)=[C:27]([CH2:46][CH2:47][CH3:48])[N:26]=[C:25]2[CH3:49])=[CH:22][CH:23]=1. The yield is 0.410. (4) The reactants are [CH3:1][NH:2][C:3]1[C:8]([CH2:9][OH:10])=[CH:7][N:6]=[C:5]([S:11][CH3:12])[N:4]=1. The catalyst is C(Cl)(Cl)Cl.O=[Mn]=O. The product is [CH3:1][NH:2][C:3]1[C:8]([CH:9]=[O:10])=[CH:7][N:6]=[C:5]([S:11][CH3:12])[N:4]=1. The yield is 0.920. (5) The reactants are [OH-].[K+].[C:3]([C:6]1[C:11]([NH:12][C:13]([C:15]2[N:16]=[C:17]([CH:20]3[CH2:25][CH2:24][CH2:23][CH2:22][CH2:21]3)[S:18][CH:19]=2)=O)=[C:10]([CH3:26])[C:9]([O:27][CH3:28])=[CH:8][CH:7]=1)(=[O:5])[CH3:4]. The catalyst is N1C=CC=CC=1.CCO. The product is [CH:20]1([C:17]2[S:18][CH:19]=[C:15]([C:13]3[CH:4]=[C:3]([OH:5])[C:6]4[C:11](=[C:10]([CH3:26])[C:9]([O:27][CH3:28])=[CH:8][CH:7]=4)[N:12]=3)[N:16]=2)[CH2:25][CH2:24][CH2:23][CH2:22][CH2:21]1. The yield is 0.725. (6) The reactants are [CH2:1]([N:3]([CH2:37][CH3:38])[C:4]([C:6]1[CH:15]=[CH:14][C:13]2[C:8](=[CH:9][CH:10]=[CH:11][C:12]=2[NH:16][CH2:17][C:18]([OH:36])([C:32]([F:35])([F:34])[F:33])[CH2:19][C:20]([C:23]2[CH:28]=[C:27]([F:29])[CH:26]=[CH:25][C:24]=2[O:30]C)([CH3:22])[CH3:21])[N:7]=1)=[O:5])[CH3:2].B(Br)(Br)Br.O. The catalyst is ClCCl. The product is [CH2:37]([N:3]([CH2:1][CH3:2])[C:4]([C:6]1[CH:15]=[CH:14][C:13]2[C:8](=[CH:9][CH:10]=[CH:11][C:12]=2[NH:16][CH2:17][C:18]([OH:36])([C:32]([F:34])([F:33])[F:35])[CH2:19][C:20]([C:23]2[CH:28]=[C:27]([F:29])[CH:26]=[CH:25][C:24]=2[OH:30])([CH3:21])[CH3:22])[N:7]=1)=[O:5])[CH3:38]. The yield is 0.280. (7) The reactants are Cl.[N:2]1[CH:7]=[CH:6][CH:5]=[C:4]([CH2:8][NH:9][C:10](=[O:16])[O:11][C:12]([CH3:15])([CH3:14])[CH3:13])[CH:3]=1. The catalyst is CO.O=[Pt]=O. The product is [NH:2]1[CH2:7][CH2:6][CH2:5][CH:4]([CH2:8][NH:9][C:10](=[O:16])[O:11][C:12]([CH3:14])([CH3:13])[CH3:15])[CH2:3]1. The yield is 0.950.